This data is from Retrosynthesis with 50K atom-mapped reactions and 10 reaction types from USPTO. The task is: Predict the reactants needed to synthesize the given product. (1) Given the product CC(C)(C)c1ccc(OCC(N)C#N)cc1, predict the reactants needed to synthesize it. The reactants are: CC(C)(C)c1ccc(OCC=O)cc1.[C-]#N.[NH4+]. (2) Given the product CCOC(=O)Cc1ccc(OCC2CC2)c(-c2ccc(C(F)(F)F)cc2CN(CC)C(=O)OCc2ccccc2)c1, predict the reactants needed to synthesize it. The reactants are: CCN(Cc1cc(C(F)(F)F)ccc1B1OC(C)(C)C(C)(C)O1)C(=O)OCc1ccccc1.CCOC(=O)Cc1ccc(OCC2CC2)c(Br)c1.